From a dataset of Forward reaction prediction with 1.9M reactions from USPTO patents (1976-2016). Predict the product of the given reaction. (1) Given the reactants [O:1]1[C:5]2[CH:6]=[CH:7][CH:8]=[CH:9][C:4]=2[N:3]=[C:2]1[C:10]1[CH:11]=[CH:12][C:13]([NH:17][CH:18]2[CH2:23][CH2:22][O:21][CH2:20][CH2:19]2)=[C:14]([CH:16]=1)[NH2:15].[O:24]1[CH:28]=[CH:27][C:26]([CH:29]=O)=[CH:25]1.OOS([O-])=O.[K+].C(=O)([O-])[O-].[K+].[K+], predict the reaction product. The product is: [O:1]1[C:5]2[CH:6]=[CH:7][CH:8]=[CH:9][C:4]=2[N:3]=[C:2]1[C:10]1[CH:11]=[CH:12][C:13]2[N:17]([CH:18]3[CH2:23][CH2:22][O:21][CH2:20][CH2:19]3)[C:29]([C:26]3[CH:27]=[CH:28][O:24][CH:25]=3)=[N:15][C:14]=2[CH:16]=1. (2) Given the reactants [Cl:1][C:2]([Cl:28])([Cl:27])[CH2:3][O:4][C:5]([C@@H:7]1[CH2:12][CH2:11][CH2:10][N:9]([C:13]([O:15]C(C)(C)C)=O)[N:8]1C(OC(C)(C)C)=O)=[O:6].FC(F)(F)C(O)=O.[C:36]([O:40][C:41]([NH:43][C@@H:44]([CH2:48][O:49][CH2:50][C:51]1([CH3:55])[CH2:54][O:53][CH2:52]1)C(O)=O)=[O:42])([CH3:39])([CH3:38])[CH3:37].C(N(CC)C(C)C)(C)C.C[NH3+].F[P-](F)(F)(F)(F)F.N1(OC(N(C)C)=[N+](C)C)C2N=CC=CC=2N=N1.F[P-](F)(F)(F)(F)F, predict the reaction product. The product is: [Cl:28][C:2]([Cl:1])([Cl:27])[CH2:3][O:4][C:5]([C@@H:7]1[CH2:12][CH2:11][CH2:10][N:9]([C:13](=[O:15])[C@@H:44]([NH:43][C:41]([O:40][C:36]([CH3:39])([CH3:38])[CH3:37])=[O:42])[CH2:48][O:49][CH2:50][C:51]2([CH3:55])[CH2:54][O:53][CH2:52]2)[NH:8]1)=[O:6]. (3) Given the reactants [CH3:1][N:2]1[CH2:7][CH2:6][C:5]([CH2:15][NH2:16])([C:8]2[CH:13]=[CH:12][C:11]([F:14])=[CH:10][CH:9]=2)[CH2:4][CH2:3]1.[C:17]([C:19]1[CH:20]=[C:21]([C:30](Cl)=[O:31])[C:22]2[C:27]([C:28]=1[CH3:29])=[CH:26][CH:25]=[CH:24][CH:23]=2)#[N:18], predict the reaction product. The product is: [CH3:1][N:2]1[CH2:7][CH2:6][C:5]([C:8]2[CH:9]=[CH:10][C:11]([F:14])=[CH:12][CH:13]=2)([CH2:15][NH:16][C:30]([C:21]2[C:22]3[C:27](=[CH:26][CH:25]=[CH:24][CH:23]=3)[C:28]([CH3:29])=[C:19]([C:17]#[N:18])[CH:20]=2)=[O:31])[CH2:4][CH2:3]1.